From a dataset of Peptide-MHC class I binding affinity with 185,985 pairs from IEDB/IMGT. Regression. Given a peptide amino acid sequence and an MHC pseudo amino acid sequence, predict their binding affinity value. This is MHC class I binding data. The peptide sequence is KYRLKHIVW. The MHC is HLA-B44:03 with pseudo-sequence HLA-B44:03. The binding affinity (normalized) is 0.